Dataset: Reaction yield outcomes from USPTO patents with 853,638 reactions. Task: Predict the reaction yield, written as a fraction of the theoretical maximum amount of product (1.0 means a 100% yield; for example, 0.34 means a 34% yield). (1) The reactants are [F:1][C:2]1[CH:7]=[CH:6][C:5]([CH:8]2[CH:17]([C:18]3[N:19]([CH3:25])[C:20]([CH3:24])=[C:21]([CH3:23])[N:22]=3)[C:16](=O)[C:15]3[C:14]([C:27]([O:29]CC)=O)=[CH:13][CH:12]=[CH:11][C:10]=3[NH:9]2)=[CH:4][CH:3]=1.O.[NH2:33][NH2:34]. The catalyst is CO. The product is [F:1][C:2]1[CH:3]=[CH:4][C:5]([CH:8]2[NH:9][C:10]3[C:15]4[C:16](=[N:33][NH:34][C:27](=[O:29])[C:14]=4[CH:13]=[CH:12][CH:11]=3)[CH:17]2[C:18]2[N:19]([CH3:25])[C:20]([CH3:24])=[C:21]([CH3:23])[N:22]=2)=[CH:6][CH:7]=1. The yield is 0.650. (2) The reactants are C1(C(C2C=CC=CC=2)[N:8]2[C:16]3[C:11](=[CH:12][CH:13]=[CH:14][C:15]=3[F:17])[C:10]3([C:29]4[C:20](=[CH:21][C:22]5[O:27][CH2:26][CH2:25][O:24][C:23]=5[CH:28]=4)[O:19][CH2:18]3)[C:9]2=[O:30])C=CC=CC=1.C([SiH](CC)CC)C. The catalyst is FC(F)(F)C(O)=O. The product is [F:17][C:15]1[CH:14]=[CH:13][CH:12]=[C:11]2[C:16]=1[NH:8][C:9](=[O:30])[C:10]12[C:29]2[C:20](=[CH:21][C:22]3[O:27][CH2:26][CH2:25][O:24][C:23]=3[CH:28]=2)[O:19][CH2:18]1. The yield is 0.260.